Dataset: Forward reaction prediction with 1.9M reactions from USPTO patents (1976-2016). Task: Predict the product of the given reaction. (1) The product is: [Cl:1][C:2]1[CH:11]=[C:10]2[C:5]([C:6]3[O:15][C:14]4[CH:16]=[CH:17][C:18]([Cl:20])=[CH:19][C:13]=4[C:7]=3[N:8]=[C:9]2[Cl:21])=[CH:4][CH:3]=1. Given the reactants [Cl:1][C:2]1[CH:11]=[C:10]2[C:5]([C:6]3[O:15][C:14]4[CH:16]=[CH:17][C:18]([Cl:20])=[CH:19][C:13]=4[C:7]=3[N:8]=[C:9]2O)=[CH:4][CH:3]=1.[Cl:21]C1C=C2C(C3OC4C=CC=CC=4C=3N=C2O)=CC=1, predict the reaction product. (2) Given the reactants N1C=C(CCN)N=C1.[CH:9]1[N:13]=[CH:12][N:11]([C:14]([N:16]2C=N[CH:18]=[CH:17]2)=[O:15])[CH:10]=1, predict the reaction product. The product is: [CH:9]1[N:13]=[CH:12][N:11]2[C:10]=1[CH2:18][CH2:17][NH:16][C:14]2=[O:15]. (3) Given the reactants [N:1]1[CH:2]=[C:3]([C:10]#[C:11][C:12]2[CH:13]=[C:14]([CH:18]=[CH:19][C:20]=2[CH3:21])[C:15]([OH:17])=O)[N:4]2[CH:9]=[CH:8][N:7]=[CH:6][C:5]=12.CN1CCOCC1.C(Cl)(=O)C(Cl)=O.[N:35]1([C:40]2[CH:41]=[C:42]([CH:44]=[C:45]([C:47]([F:50])([F:49])[F:48])[CH:46]=2)[NH2:43])[CH:39]=[CH:38][N:37]=[CH:36]1.NC1C=CC=CC=1, predict the reaction product. The product is: [N:35]1([C:40]2[CH:41]=[C:42]([NH:43][C:15](=[O:17])[C:14]3[CH:18]=[CH:19][C:20]([CH3:21])=[C:12]([C:11]#[C:10][C:3]4[N:4]5[CH:9]=[CH:8][N:7]=[CH:6][C:5]5=[N:1][CH:2]=4)[CH:13]=3)[CH:44]=[C:45]([C:47]([F:49])([F:50])[F:48])[CH:46]=2)[CH:39]=[CH:38][N:37]=[CH:36]1. (4) Given the reactants [Br:1][C:2]1[CH:23]=[CH:22][C:5]2[C:6]([CH:16]3[CH2:21][CH2:20][O:19][CH2:18][CH2:17]3)=[N:7][C:8]3[C:9](I)=[CH:10][NH:11][C:12](=[O:14])[C:13]=3[C:4]=2[CH:3]=1.O1C=C[CH:26]=[C:25]1P(C1OC=CC=1)C1OC=CC=1.C(NC(C)C)(C)C.C([C:49]1[CH:54]=[CH:53][CH:52]=[CH:51][N:50]=1)#C, predict the reaction product. The product is: [Br:1][C:2]1[CH:23]=[CH:22][C:5]2[C:6]([CH:16]3[CH2:21][CH2:20][O:19][CH2:18][CH2:17]3)=[N:7][C:8]3[C:9]([C:25]#[C:26][C:52]4[CH:51]=[N:50][CH:49]=[CH:54][CH:53]=4)=[CH:10][NH:11][C:12](=[O:14])[C:13]=3[C:4]=2[CH:3]=1. (5) Given the reactants [NH2:1][C:2]1[CH:3]=[N:4][C:5](Br)=[CH:6][N:7]=1.C1[CH2:11][CH:10]1[C:12]([NH2:14])=O.[C:15]([C:19]1[CH:20]=[C:21](B(O)O)[CH:22]=[CH:23][CH:24]=1)([O:17][CH3:18])=[O:16].C(N(CC)CC)C.CN([CH:38]=[O:39])C, predict the reaction product. The product is: [NH2:1][C:2]1[N:7]=[CH:6][C:5]([C:23]2[CH:24]=[C:19]([CH:20]=[CH:21][CH:22]=2)[C:15]([O:17][CH3:18])=[O:16])=[N:4][C:3]=1[C:38]([NH:14][CH:12]1[CH2:10][CH2:11]1)=[O:39]. (6) Given the reactants [F:1][C:2]1[CH:3]=[CH:4][C:5]([N+:9]([O-:11])=[O:10])=[C:6]([CH3:8])[CH:7]=1.FC1C=CC(C)=C([N+]([O-])=[O:21])C=1, predict the reaction product. The product is: [F:1][C:2]1[CH:3]=[CH:4][C:5]([N+:9]([O-:11])=[O:10])=[C:6]([CH:7]=1)[CH:8]=[O:21].